From a dataset of NCI-60 drug combinations with 297,098 pairs across 59 cell lines. Regression. Given two drug SMILES strings and cell line genomic features, predict the synergy score measuring deviation from expected non-interaction effect. (1) Cell line: TK-10. Synergy scores: CSS=6.80, Synergy_ZIP=-3.18, Synergy_Bliss=-1.24, Synergy_Loewe=-1.47, Synergy_HSA=-1.25. Drug 2: C1CN1P(=S)(N2CC2)N3CC3. Drug 1: C1CCC(C1)C(CC#N)N2C=C(C=N2)C3=C4C=CNC4=NC=N3. (2) Drug 1: CN1C(=O)N2C=NC(=C2N=N1)C(=O)N. Drug 2: CC=C1C(=O)NC(C(=O)OC2CC(=O)NC(C(=O)NC(CSSCCC=C2)C(=O)N1)C(C)C)C(C)C. Cell line: TK-10. Synergy scores: CSS=21.0, Synergy_ZIP=-5.55, Synergy_Bliss=-0.130, Synergy_Loewe=-35.4, Synergy_HSA=-2.71.